From a dataset of Peptide-MHC class I binding affinity with 185,985 pairs from IEDB/IMGT. Regression. Given a peptide amino acid sequence and an MHC pseudo amino acid sequence, predict their binding affinity value. This is MHC class I binding data. (1) The peptide sequence is ARWLFPVYL. The MHC is HLA-A11:01 with pseudo-sequence HLA-A11:01. The binding affinity (normalized) is 0.0847. (2) The binding affinity (normalized) is 0. The MHC is Patr-B2401 with pseudo-sequence Patr-B2401. The peptide sequence is QDVLKEVKAA.